Predict which catalyst facilitates the given reaction. From a dataset of Catalyst prediction with 721,799 reactions and 888 catalyst types from USPTO. (1) Reactant: [F:1][C:2]1[CH:24]=[CH:23][C:5]([O:6][C:7]2[S:8][C:9]([C:20]([OH:22])=O)=[C:10]3[C:18]=2[C:17]2[N:16]([CH3:19])[N:15]=[CH:14][C:13]=2[CH2:12][CH2:11]3)=[CH:4][CH:3]=1.CC[N:27]=C=NCCCN(C)C. Product: [F:1][C:2]1[CH:3]=[CH:4][C:5]([O:6][C:7]2[S:8][C:9]([C:20]([NH2:27])=[O:22])=[C:10]3[C:18]=2[C:17]2[N:16]([CH3:19])[N:15]=[CH:14][C:13]=2[CH2:12][CH2:11]3)=[CH:23][CH:24]=1. The catalyst class is: 18. (2) Reactant: O=[CH:2][C:3]([OH:5])=[O:4].[NH:6]1[CH2:11][CH2:10][CH2:9][CH2:8][CH2:7]1.[F:12][C:13]1[CH:18]=[C:17]([F:19])[CH:16]=[CH:15][C:14]=1B(O)O. Product: [F:12][C:13]1[CH:18]=[C:17]([F:19])[CH:16]=[CH:15][C:14]=1[CH:2]([N:6]1[CH2:11][CH2:10][CH2:9][CH2:8][CH2:7]1)[C:3]([OH:5])=[O:4]. The catalyst class is: 10.